From a dataset of Reaction yield outcomes from USPTO patents with 853,638 reactions. Predict the reaction yield, written as a fraction of the theoretical maximum amount of product (1.0 means a 100% yield; for example, 0.34 means a 34% yield). (1) The reactants are [NH2:1][C:2]1[CH:10]=[C:9]([Cl:11])[CH:8]=[CH:7][C:3]=1[C:4](O)=[O:5].C1C=CC2N(O)N=[N:18]C=2C=1.CCN(C(C)C)C(C)C.CCN=C=NCCCN(C)C.N.CO. The catalyst is CN(C=O)C. The product is [NH2:1][C:2]1[CH:10]=[C:9]([Cl:11])[CH:8]=[CH:7][C:3]=1[C:4]([NH2:18])=[O:5]. The yield is 0.660. (2) The reactants are [CH3:1][O:2][C:3]1[C:11](C(O)=O)=[CH:10][CH:9]=[CH:8][C:4]=1[C:5]([OH:7])=[O:6].[C:15](=[O:18])([O-])[O-].[K+].[K+].S([O:26][CH3:27])(OC)(=O)=O.[CH3:28]C(C)=O. No catalyst specified. The product is [CH3:15][O:18][C:27](=[O:26])[C:11]1[CH:10]=[CH:9][CH:8]=[C:4]([C:5]([O:7][CH3:28])=[O:6])[C:3]=1[O:2][CH3:1]. The yield is 0.910. (3) The reactants are [CH:1]1([N:5]2[CH2:10][CH2:9][CH:8]([O:11][C:12]3[CH:17]=[CH:16][C:15]([CH:18]=[CH:19][C:20]([N:22]4[CH2:27][CH2:26][O:25][CH2:24][CH2:23]4)=[O:21])=[CH:14][CH:13]=3)[CH2:7][CH2:6]2)[CH2:4][CH2:3][CH2:2]1.[C:28]([OH:35])(=[O:34])/[CH:29]=[CH:30]/[C:31]([OH:33])=[O:32]. The catalyst is CO. The product is [C:28]([OH:35])(=[O:34])/[CH:29]=[CH:30]/[C:31]([OH:33])=[O:32].[CH:1]1([N:5]2[CH2:10][CH2:9][CH:8]([O:11][C:12]3[CH:13]=[CH:14][C:15]([CH:18]=[CH:19][C:20]([N:22]4[CH2:27][CH2:26][O:25][CH2:24][CH2:23]4)=[O:21])=[CH:16][CH:17]=3)[CH2:7][CH2:6]2)[CH2:2][CH2:3][CH2:4]1. The yield is 0.950. (4) The reactants are [CH2:1]([O:7][C:8]1[CH:15]=[CH:14][C:11]([CH:12]=O)=[CH:10][CH:9]=1)[CH2:2][CH2:3][CH2:4][CH2:5][CH3:6].[CH3:16][CH2:17][O:18][C:19](/[CH:21]=[CH:22]/[CH2:23]P(OCC)(OCC)=O)=[O:20].[OH-].[Li+]. The catalyst is O1CCCC1. The product is [CH2:17]([O:18][C:19](=[O:20])/[CH:21]=[CH:22]/[CH:23]=[CH:12]/[C:11]1[CH:14]=[CH:15][C:8]([O:7][CH2:1][CH2:2][CH2:3][CH2:4][CH2:5][CH3:6])=[CH:9][CH:10]=1)[CH3:16]. The yield is 0.710.